Task: Predict the product of the given reaction.. Dataset: Forward reaction prediction with 1.9M reactions from USPTO patents (1976-2016) (1) Given the reactants Br[CH2:2][C:3]1[CH:4]=[CH:5][C:6]([C:9]2[CH:14]=[CH:13][CH:12]=[CH:11][CH:10]=2)=[N:7][CH:8]=1.[N:15]1[CH:20]=[C:19](B(O)O)[CH:18]=[N:17][CH:16]=1, predict the reaction product. The product is: [C:9]1([C:6]2[N:7]=[CH:8][C:3]([CH2:2][C:19]3[CH:20]=[N:15][CH:16]=[N:17][CH:18]=3)=[CH:4][CH:5]=2)[CH:14]=[CH:13][CH:12]=[CH:11][CH:10]=1. (2) Given the reactants [CH3:1][N:2]([CH3:15])[CH2:3][CH2:4][NH:5][C:6]1[C:13]([F:14])=[CH:12][CH:11]=[CH:10][C:7]=1[CH:8]=O.[CH3:16][C:17]([CH3:22])([CH3:21])[CH2:18][CH2:19][NH2:20], predict the reaction product. The product is: [CH3:16][C:17]([CH3:22])([CH3:21])[CH2:18][CH2:19]/[N:20]=[CH:8]/[C:7]1[CH:10]=[CH:11][CH:12]=[C:13]([F:14])[C:6]=1[NH:5][CH2:4][CH2:3][N:2]([CH3:15])[CH3:1]. (3) Given the reactants [F:1][CH:2](P(OCC)(OCC)=O)[C:3]([O:5][CH2:6][CH3:7])=[O:4].O1CCCC1.[H-].[Na+].[CH2:23]([O:30][C:31]1[CH:38]=[CH:37][C:34]([CH:35]=O)=[CH:33][C:32]=1[O:39][CH3:40])[C:24]1[CH:29]=[CH:28][CH:27]=[CH:26][CH:25]=1, predict the reaction product. The product is: [CH3:40][O:39][C:32]1[CH:33]=[C:34]([CH:35]=[C:2]([F:1])[C:3]([O:5][CH2:6][CH3:7])=[O:4])[CH:37]=[CH:38][C:31]=1[O:30][CH2:23][C:24]1[CH:29]=[CH:28][CH:27]=[CH:26][CH:25]=1. (4) Given the reactants [Br:1][C:2]1[CH:23]=[CH:22][C:5]2=[N:6][C:7]3[CH2:8][CH2:9][N:10]([C:15]([O:17][C:18]([CH3:21])([CH3:20])[CH3:19])=[O:16])[CH2:11][C:12]=3[C:13](Cl)=[C:4]2[CH:3]=1.Cl.[Cl:25][C:26]1[CH:27]=[C:28]([CH:31]=[CH:32][C:33]=1[O:34][CH3:35])[CH2:29][NH2:30].[Na+].[I-], predict the reaction product. The product is: [Br:1][C:2]1[CH:23]=[CH:22][C:5]2=[N:6][C:7]3[CH2:8][CH2:9][N:10]([C:15]([O:17][C:18]([CH3:19])([CH3:21])[CH3:20])=[O:16])[CH2:11][C:12]=3[C:13]([NH:30][CH2:29][C:28]3[CH:31]=[CH:32][C:33]([O:34][CH3:35])=[C:26]([Cl:25])[CH:27]=3)=[C:4]2[CH:3]=1. (5) Given the reactants [CH3:1][NH:2][C:3]([C:5]1[NH:13][C:12]2[C:7](=[N:8][CH:9]=[CH:10][CH:11]=2)[CH:6]=1)=[O:4].[C:14]1([S:20][S:20][C:14]2[CH:19]=[CH:18][CH:17]=[CH:16][CH:15]=2)[CH:19]=[CH:18][CH:17]=[CH:16][CH:15]=1, predict the reaction product. The product is: [CH3:1][NH:2][C:3]([C:5]1[NH:13][C:12]2[C:7](=[N:8][CH:9]=[CH:10][CH:11]=2)[C:6]=1[S:20][C:14]1[CH:19]=[CH:18][CH:17]=[CH:16][CH:15]=1)=[O:4].